This data is from Full USPTO retrosynthesis dataset with 1.9M reactions from patents (1976-2016). The task is: Predict the reactants needed to synthesize the given product. (1) Given the product [ClH:40].[Br:1][C:2]1[CH:11]=[C:10]2[C:5]([CH:6]=[CH:7][C:8](=[O:39])[N:9]2[CH2:12][CH2:13][N:14]2[CH2:15][CH2:16][CH:17]([NH:20][CH2:28][C:29]3[N:34]=[CH:33][C:32]4[O:35][CH2:36][CH2:37][O:38][C:31]=4[CH:30]=3)[CH2:18][CH2:19]2)=[N:4][CH:3]=1, predict the reactants needed to synthesize it. The reactants are: [Br:1][C:2]1[CH:11]=[C:10]2[C:5]([CH:6]=[CH:7][C:8](=[O:39])[N:9]2[CH2:12][CH2:13][N:14]2[CH2:19][CH2:18][CH:17]([N:20]([CH2:28][C:29]3[N:34]=[CH:33][C:32]4[O:35][CH2:36][CH2:37][O:38][C:31]=4[CH:30]=3)C(=O)OC(C)(C)C)[CH2:16][CH2:15]2)=[N:4][CH:3]=1.[ClH:40].C(O)C. (2) The reactants are: [CH2:1]([C@H:9]1[CH2:13][CH2:12][CH2:11][N:10]1[C:14]([O:16][C:17]([CH3:20])([CH3:19])[CH3:18])=[O:15])[CH2:2][C:3]1[CH:8]=[CH:7][CH:6]=[CH:5][CH:4]=1. Given the product [C:5]1([CH2:6][CH2:7][CH2:8][CH2:3][CH:2]=[CH:1][C@@H:9]2[CH2:13][CH2:12][CH2:11][N:10]2[C:14]([O:16][C:17]([CH3:18])([CH3:19])[CH3:20])=[O:15])[CH:4]=[CH:3][CH:2]=[CH:1][CH:9]=1, predict the reactants needed to synthesize it. (3) Given the product [CH:25]([N:28]([CH:29]([CH3:31])[CH3:30])[C:8](=[O:10])[CH2:7][C:3]1[CH:2]=[N:1][CH:6]=[CH:5][CH:4]=1)([CH3:27])[CH3:26], predict the reactants needed to synthesize it. The reactants are: [N:1]1[CH:6]=[CH:5][CH:4]=[C:3]([CH2:7][C:8]([OH:10])=O)[CH:2]=1.C(Cl)CCl.C1C=NC2N(O)N=NC=2C=1.[CH:25]([NH:28][CH:29]([CH3:31])[CH3:30])([CH3:27])[CH3:26].CCN(C(C)C)C(C)C. (4) Given the product [CH3:18][N:15]1[CH:16]=[C:12]([C:11]#[C:10][C:8]2[CH:7]=[CH:6][N:5]=[C:4]([CH3:3])[CH:9]=2)[N:13]=[C:14]1[CH3:17], predict the reactants needed to synthesize it. The reactants are: [H-].[Na+].[CH3:3][C:4]1[CH:9]=[C:8]([C:10]#[C:11][C:12]2[N:13]=[C:14]([CH3:17])[NH:15][CH:16]=2)[CH:7]=[CH:6][N:5]=1.[CH3:18]I.O.